This data is from Experimentally validated miRNA-target interactions with 360,000+ pairs, plus equal number of negative samples. The task is: Binary Classification. Given a miRNA mature sequence and a target amino acid sequence, predict their likelihood of interaction. (1) The miRNA is hsa-miR-4321 with sequence UUAGCGGUGGACCGCCCUGCG. The protein sequence of the target gene is MDSTLTASEIRQRFIDFFKRNEHTYVHSSATIPLDDPTLLFANAGMNQFKPIFLNTIDPSHPMAKLSRAANTQKCIRAGGKHNDLDDVGKDVYHHTFFEMLGSWSFGDYFKELACKMALELLTQEFGIPIERLYVTYFGGDEAAGLEADLECKQIWQNLGLDDTKILPGNMKDNFWEMGDTGPCGPCSEIHYDRIGGRDAAHLVNQDDPNVLEIWNLVFIQYNREADGILKPLPKKSIDTGMGLERLVSVLQNKMSNYDTDLFVPYFEAIQKGTGARPYTGKVGAEDADGIDMAYRVLAD.... Result: 0 (no interaction). (2) The miRNA is hsa-miR-4464 with sequence AAGGUUUGGAUAGAUGCAAUA. The protein sequence of the target gene is MDDREDLVYQAKLAEQAERYDEMVESMKKVAGMDVELTVEERNLLSVAYKNVIGARRASWRIISSIEQKEENKGGEDKLKMIREYRQMVETELKLICCDILDVLDKHLIPAANTGESKVFYYKMKGDYHRYLAEFATGNDRKEAAENSLVAYKAASDIAMTELPPTHPIRLGLALNFSVFYYEILNSPDRACRLAKAAFDDAIAELDTLSEESYKDSTLIMQLLRDNLTLWTSDMQGDGEEQNKEALQDVEDENQ. Result: 1 (interaction).